From a dataset of Full USPTO retrosynthesis dataset with 1.9M reactions from patents (1976-2016). Predict the reactants needed to synthesize the given product. Given the product [Cl:14][C:8]1[CH:7]=[C:6]([CH2:5][S:2][CH3:1])[CH:11]=[C:10]([O:12][CH3:13])[N:9]=1, predict the reactants needed to synthesize it. The reactants are: [CH3:1][S-:2].[Na+].Br[CH2:5][C:6]1[CH:11]=[C:10]([O:12][CH3:13])[N:9]=[C:8]([Cl:14])[CH:7]=1.[Cl-].[Na+].